From a dataset of Catalyst prediction with 721,799 reactions and 888 catalyst types from USPTO. Predict which catalyst facilitates the given reaction. (1) The catalyst class is: 3. Reactant: [I:1][C:2]1[C:3]([S:11][C:12]2[NH:13][C:14]3[C:19]([N:20]=2)=[C:18]([NH2:21])[N:17]=[CH:16][N:15]=3)=[CH:4][C:5]2[O:9][CH2:8][O:7][C:6]=2[CH:10]=1.O.[C:23]([O:27][C:28]([N:30]([CH:45]([CH3:47])[CH3:46])[CH:31](OS(C1C=CC(C)=CC=1)(=O)=O)[CH2:32][CH3:33])=[O:29])([CH3:26])([CH3:25])[CH3:24].C([O-])([O-])=O.[Cs+].[Cs+]. Product: [C:23]([O:27][C:28](=[O:29])[N:30]([CH2:31][CH2:32][CH2:33][N:13]1[C:12]([S:11][C:3]2[C:2]([I:1])=[CH:10][C:6]3[O:7][CH2:8][O:9][C:5]=3[CH:4]=2)=[N:20][C:19]2[C:14]1=[N:15][CH:16]=[N:17][C:18]=2[NH2:21])[CH:45]([CH3:46])[CH3:47])([CH3:25])([CH3:26])[CH3:24]. (2) Reactant: [Br:1]Br.[C:3]([C:7]1[CH:20]=[CH:19][C:18]2[C:9](=[CH:10][C:11]3[C:16]([CH:17]=2)=[CH:15][C:14]([C:21]([CH3:24])([CH3:23])[CH3:22])=[CH:13][CH:12]=3)[CH:8]=1)([CH3:6])([CH3:5])[CH3:4]. Product: [Br:1][C:10]1[C:11]2[C:16]([CH:17]=[C:18]3[C:9]=1[CH:8]=[C:7]([C:3]([CH3:6])([CH3:5])[CH3:4])[CH:20]=[CH:19]3)=[CH:15][C:14]([C:21]([CH3:24])([CH3:23])[CH3:22])=[CH:13][CH:12]=2. The catalyst class is: 53. (3) Reactant: [CH3:1][C:2]([C:4]1[CH:13]=[CH:12][C:11]2[C:6](=[CH:7][CH:8]=[CH:9][CH:10]=2)[CH:5]=1)=O.O. Product: [CH:5]1[C:6]2[C:11](=[CH:10][CH:9]=[CH:8][CH:7]=2)[CH:12]=[CH:13][C:4]=1[C:2]([C:4]1[CH:13]=[CH:12][CH:11]=[CH:6][CH:5]=1)=[CH2:1]. The catalyst class is: 1. (4) Reactant: [F:1][C:2]1[CH:38]=[CH:37][C:5]([O:6][C:7]2[CH:12]=[CH:11][C:10]([NH:13][C:14]([NH:16][C:17]3[CH:22]=[CH:21][C:20]([O:23][C:24]4[CH:29]=[CH:28][N:27]=[C:26]5[NH:30][N:31]=[CH:32][C:25]=45)=[CH:19][CH:18]=3)=[O:15])=[CH:9][C:8]=2[C:33]([F:36])([F:35])[F:34])=[CH:4][CH:3]=1.[CH:39]([CH:41]=[O:42])=[O:40].[OH-].[Na+]. Product: [F:1][C:2]1[CH:3]=[CH:4][C:5]([O:6][C:7]2[CH:12]=[CH:11][C:10]([N:13]3[CH:39]([OH:40])[CH:41]([OH:42])[N:16]([C:17]4[CH:18]=[CH:19][C:20]([O:23][C:24]5[CH:29]=[CH:28][N:27]=[C:26]6[NH:30][N:31]=[CH:32][C:25]=56)=[CH:21][CH:22]=4)[C:14]3=[O:15])=[CH:9][C:8]=2[C:33]([F:35])([F:36])[F:34])=[CH:37][CH:38]=1. The catalyst class is: 8. (5) Reactant: [O:1]1[C:5]2([CH2:10][CH2:9][CH:8]([OH:11])[CH2:7][CH2:6]2)[O:4][CH2:3][CH2:2]1.[H-].[Na+].[CH3:14][C:15]1([O:18][CH2:17]1)[CH3:16]. Product: [O:1]1[C:5]2([CH2:10][CH2:9][CH:8]([O:11][CH2:14][C:15]([CH3:17])([OH:18])[CH3:16])[CH2:7][CH2:6]2)[O:4][CH2:3][CH2:2]1. The catalyst class is: 35. (6) Reactant: [NH2:1][C:2]1[N:9]=[CH:8][CH:7]=[C:6]([O:10][CH3:11])[C:3]=1[C:4]#[N:5].Cl[CH2:13][CH:14]=O.C(=O)(O)[O-].[Na+]. Product: [CH3:11][O:10][C:6]1[CH:7]=[CH:8][N:9]2[CH:13]=[CH:14][N:1]=[C:2]2[C:3]=1[C:4]#[N:5]. The catalyst class is: 8. (7) Reactant: Br[CH:2]1[C:11]2[C:6](=[CH:7][CH:8]=[C:9]([Br:12])[CH:10]=2)[C:5](=[O:13])[O:4][CH2:3]1. Product: [Br:12][C:9]1[CH:10]=[C:11]2[C:6](=[CH:7][CH:8]=1)[C:5](=[O:13])[O:4][CH:3]=[CH:2]2. The catalyst class is: 2. (8) Reactant: [CH3:1][C:2]1[CH:3]=[C:4]([CH:18]=[C:19]([CH3:21])[CH:20]=1)[C:5]([C:7]1[NH:12][C:11](=[O:13])[NH:10][C:9](=[O:14])[C:8]=1[CH:15]([CH3:17])[CH3:16])=[O:6].C(=O)([O-])[O-].[K+].[K+].[I-].[Li+].Cl[CH2:31][C:32]1[CH:37]=[C:36]([CH3:38])[N:35]=[C:34]([N:39]2[C:47](=[O:48])[C:46]3[C:41](=[CH:42][CH:43]=[CH:44][CH:45]=3)[C:40]2=[O:49])[CH:33]=1. The catalyst class is: 3. Product: [CH3:21][C:19]1[CH:18]=[C:4]([CH:3]=[C:2]([CH3:1])[CH:20]=1)[C:5]([C:7]1[N:12]([CH2:31][C:32]2[CH:37]=[C:36]([CH3:38])[N:35]=[C:34]([N:39]3[C:47](=[O:48])[C:46]4[C:41](=[CH:42][CH:43]=[CH:44][CH:45]=4)[C:40]3=[O:49])[CH:33]=2)[C:11](=[O:13])[NH:10][C:9](=[O:14])[C:8]=1[CH:15]([CH3:17])[CH3:16])=[O:6]. (9) Reactant: [C:1]1(=[O:6])[O:5][CH2:4][CH2:3][CH2:2]1.[NH2:7][C@H:8]([CH2:12]O)[CH:9]([CH3:11])[CH3:10]. Product: [OH:6][CH2:1][CH2:2][CH2:3][C:4]1[O:5][CH2:12][C@H:8]([CH:9]([CH3:11])[CH3:10])[N:7]=1. The catalyst class is: 159.